This data is from Catalyst prediction with 721,799 reactions and 888 catalyst types from USPTO. The task is: Predict which catalyst facilitates the given reaction. (1) Reactant: [Br:1][C:2]1[CH:3]=[C:4]([CH:7]=[CH:8][C:9]=1[OH:10])[CH:5]=[O:6].[N+:11]([O-])([OH:13])=[O:12].N([O-])=O.[Na+]. Product: [Br:1][C:2]1[CH:3]=[C:4]([CH:7]=[C:8]([N+:11]([O-:13])=[O:12])[C:9]=1[OH:10])[CH:5]=[O:6]. The catalyst class is: 15. (2) Reactant: C1(P(C2C=CC=CC=2)C2C=CC=CC=2)C=CC=CC=1.[Br:20]Br.[CH2:22]([O:24][CH:25]([CH2:28][C:29]1[CH:34]=[CH:33][C:32]([CH3:35])=[CH:31][CH:30]=1)[CH2:26]O)[CH3:23]. Product: [Br:20][CH2:26][CH:25]([O:24][CH2:22][CH3:23])[CH2:28][C:29]1[CH:34]=[CH:33][C:32]([CH3:35])=[CH:31][CH:30]=1. The catalyst class is: 2.